From a dataset of Catalyst prediction with 721,799 reactions and 888 catalyst types from USPTO. Predict which catalyst facilitates the given reaction. (1) Reactant: [H-].[Na+].[Br:3][C:4]1[C:5]([NH:18][C:19]([O:21][C:22]([CH3:25])([CH3:24])[CH3:23])=[O:20])=[CH:6][CH:7]=[C:8]2[C:13]=1[CH:12]=[C:11]([C:14]([O:16][CH3:17])=[O:15])[CH:10]=[CH:9]2.[Cl:26][CH:27]=[CH:28][CH2:29]Cl. Product: [Br:3][C:4]1[C:5]([N:18]([C:19]([O:21][C:22]([CH3:25])([CH3:24])[CH3:23])=[O:20])[CH2:29][CH:28]=[CH:27][Cl:26])=[CH:6][CH:7]=[C:8]2[C:13]=1[CH:12]=[C:11]([C:14]([O:16][CH3:17])=[O:15])[CH:10]=[CH:9]2. The catalyst class is: 3. (2) Reactant: Cl[CH2:2][C:3]1[N:7]([C:8]2[CH:9]=[C:10]([CH:14]=[C:15]([C:17]([F:20])([F:19])[F:18])[CH:16]=2)[C:11]([NH2:13])=[O:12])[N:6]=[N:5][N:4]=1.Cl.[C@H:22]12[CH2:28][C@H:25]([NH:26][CH2:27]1)[CH2:24][O:23]2. Product: [C@H:22]12[CH2:28][C@H:25]([N:26]([CH2:2][C:3]3[N:7]([C:8]4[CH:9]=[C:10]([CH:14]=[C:15]([C:17]([F:20])([F:19])[F:18])[CH:16]=4)[C:11]([NH2:13])=[O:12])[N:6]=[N:5][N:4]=3)[CH2:27]1)[CH2:24][O:23]2. The catalyst class is: 10. (3) Reactant: [Cl:1][C:2]1[N:7]=[C:6]([N:8]([CH3:10])[CH3:9])[CH:5]=[C:4]([Cl:11])[N:3]=1.[NH:12]([CH3:14])[CH3:13].C([O-])(O)=O.[Na+]. Product: [Cl:1][C:2]1[N:7]=[C:6]([N:8]([CH3:10])[CH3:9])[CH:5]=[C:4]([N:12]([CH3:14])[CH3:13])[N:3]=1.[Cl:11][C:4]1[N:3]=[C:2]([N:12]([CH3:14])[CH3:13])[N:7]=[C:6]([N:8]([CH3:10])[CH3:9])[CH:5]=1. The catalyst class is: 1. (4) Reactant: F[P-](F)(F)(F)(F)F.N1(OC(N(C)C)=[N+](C)C)C2N=CC=CC=2N=N1.ON1C2N=CC=CC=2N=N1.[CH2:35]([NH:37][C:38]([C:40]1[CH:45]=[CH:44][C:43]([C:46]2[O:47][CH:48]=[C:49]([C:51]([OH:53])=O)[N:50]=2)=[CH:42][CH:41]=1)=[O:39])[CH3:36].C(N(C(C)C)C(C)C)C.[C:63]([O:67][C:68]([N:70]1[CH2:75][CH2:74][CH:73]([NH:76][CH:77]2[CH2:79][CH2:78]2)[CH2:72][CH2:71]1)=[O:69])([CH3:66])([CH3:65])[CH3:64]. Product: [C:63]([O:67][C:68]([N:70]1[CH2:75][CH2:74][CH:73]([N:76]([CH:77]2[CH2:78][CH2:79]2)[C:51]([C:49]2[N:50]=[C:46]([C:43]3[CH:42]=[CH:41][C:40]([C:38](=[O:39])[NH:37][CH2:35][CH3:36])=[CH:45][CH:44]=3)[O:47][CH:48]=2)=[O:53])[CH2:72][CH2:71]1)=[O:69])([CH3:66])([CH3:64])[CH3:65]. The catalyst class is: 288. (5) Reactant: [NH2:1][CH2:2][CH2:3][S:4][S:5][CH2:6][CH2:7][NH:8][C:9](=[O:15])[O:10][C:11]([CH3:14])([CH3:13])[CH3:12].[CH3:16][C:17]1[N:25]([C:26]([C:28]2[CH:29]=[CH:30][C:31]([Cl:34])=[CH:32][CH:33]=2)=[O:27])[C:24]2[CH:23]=[CH:22][C:21]([O:35][CH3:36])=[CH:20][C:19]=2[C:18]=1[CH2:37][C:38](O)=[O:39].CCN=C=NCCCN(C)C. Product: [Cl:34][C:31]1[CH:30]=[CH:29][C:28]([C:26]([N:25]2[C:24]3[C:19](=[CH:20][C:21]([O:35][CH3:36])=[CH:22][CH:23]=3)[C:18]([CH2:37][C:38]([NH:1][CH2:2][CH2:3][S:4][S:5][CH2:6][CH2:7][NH:8][C:9](=[O:15])[O:10][C:11]([CH3:12])([CH3:14])[CH3:13])=[O:39])=[C:17]2[CH3:16])=[O:27])=[CH:33][CH:32]=1. The catalyst class is: 2. (6) Reactant: [C:1]([S:9][CH:10]([CH2:38][C:39]1[CH:44]=[CH:43][CH:42]=[CH:41][CH:40]=1)[C:11]([NH:13][CH:14]1[C:20](=[O:21])[N:19]([CH:22]([CH2:30][CH:31]([CH3:33])[CH3:32])[C:23]([O:25]C(C)(C)C)=[O:24])[CH2:18][C:17]2[CH:34]=[CH:35][CH:36]=[CH:37][C:16]=2[CH2:15]1)=[O:12])(=[O:8])[C:2]1[CH:7]=[CH:6][CH:5]=[CH:4][CH:3]=1.C1(OC)C=CC=CC=1.FC(F)(F)C(O)=O. Product: [C:1]([S:9][CH:10]([CH2:38][C:39]1[CH:40]=[CH:41][CH:42]=[CH:43][CH:44]=1)[C:11]([NH:13][CH:14]1[C:20](=[O:21])[N:19]([CH:22]([CH2:30][CH:31]([CH3:33])[CH3:32])[C:23]([OH:25])=[O:24])[CH2:18][C:17]2[CH:34]=[CH:35][CH:36]=[CH:37][C:16]=2[CH2:15]1)=[O:12])(=[O:8])[C:2]1[CH:3]=[CH:4][CH:5]=[CH:6][CH:7]=1. The catalyst class is: 2. (7) Reactant: [CH:1]([C@H:4]1[C:12]2[C:7](=[CH:8][CH:9]=[CH:10][CH:11]=2)[CH:6]([OH:13])[O:5]1)([CH3:3])[CH3:2].[CH:14]([Mg]Cl)([CH3:16])[CH3:15]. Product: [OH:5][C@H:4]([C:12]1[CH:11]=[CH:10][CH:9]=[CH:8][C:7]=1[C@@H:6]([OH:13])[CH:14]([CH3:16])[CH3:15])[CH:1]([CH3:3])[CH3:2]. The catalyst class is: 116. (8) Reactant: Br[C:2]1[CH:3]=[N:4][C:5]([C:8]2[CH:13]=[CH:12][CH:11]=[CH:10][CH:9]=2)=[CH:6][CH:7]=1.C([Li])CCC.Cl[Ge:20]([CH3:23])([CH3:22])[CH3:21].O. Product: [CH3:21][Ge:20]([CH3:23])([CH3:22])[C:2]1[CH:3]=[N:4][C:5]([C:8]2[CH:13]=[CH:12][CH:11]=[CH:10][CH:9]=2)=[CH:6][CH:7]=1. The catalyst class is: 7. (9) Reactant: [CH:1]1[CH:2]=[CH:3][C:4]([O:7][C:8]2[C:9]([N:21]3[CH2:25][CH2:24][CH2:23][CH2:22]3)=[CH:10][C:11]([C:18]([OH:20])=[O:19])=[CH:12][C:13]=2[S:14]([NH2:17])(=[O:16])=[O:15])=[CH:5][CH:6]=1.[CH2:26](Cl)[C:27]1[CH:32]=[CH:31][CH:30]=[CH:29][CH:28]=1. Product: [NH2:17][S:14]([C:13]1[CH:12]=[C:11]([CH:10]=[C:9]([N:21]2[CH2:22][CH2:23][CH2:24][CH2:25]2)[C:8]=1[O:7][C:4]1[CH:5]=[CH:6][CH:1]=[CH:2][CH:3]=1)[C:18]([O:20][CH2:26][C:27]1[CH:32]=[CH:31][CH:30]=[CH:29][CH:28]=1)=[O:19])(=[O:16])=[O:15]. The catalyst class is: 3. (10) Reactant: [CH2:1]1[C:6](=O)[CH2:5][CH2:4][N:3]([CH2:8][CH2:9][C:10]2[CH:15]=[CH:14][CH:13]=[CH:12][CH:11]=2)[CH2:2]1.[NH2:16][C:17]1[CH:18]=[C:19]2[C:23](=[CH:24][CH:25]=1)[NH:22][N:21]=[CH:20]2.C(O)(=O)C.C(=O)([O-])O.[Na+]. Product: [NH:22]1[C:23]2[C:19](=[CH:18][C:17]([NH:16][CH:6]3[CH2:5][CH2:4][N:3]([CH2:8][CH2:9][C:10]4[CH:15]=[CH:14][CH:13]=[CH:12][CH:11]=4)[CH2:2][CH2:1]3)=[CH:25][CH:24]=2)[CH:20]=[N:21]1. The catalyst class is: 5.